From a dataset of NCI-60 drug combinations with 297,098 pairs across 59 cell lines. Regression. Given two drug SMILES strings and cell line genomic features, predict the synergy score measuring deviation from expected non-interaction effect. (1) Drug 1: C1CCC(CC1)NC(=O)N(CCCl)N=O. Drug 2: C1=NC2=C(N=C(N=C2N1C3C(C(C(O3)CO)O)O)F)N. Cell line: SF-539. Synergy scores: CSS=20.6, Synergy_ZIP=-5.39, Synergy_Bliss=3.50, Synergy_Loewe=-1.87, Synergy_HSA=3.16. (2) Drug 1: CC1OCC2C(O1)C(C(C(O2)OC3C4COC(=O)C4C(C5=CC6=C(C=C35)OCO6)C7=CC(=C(C(=C7)OC)O)OC)O)O. Drug 2: CC1C(C(=O)NC(C(=O)N2CCCC2C(=O)N(CC(=O)N(C(C(=O)O1)C(C)C)C)C)C(C)C)NC(=O)C3=C4C(=C(C=C3)C)OC5=C(C(=O)C(=C(C5=N4)C(=O)NC6C(OC(=O)C(N(C(=O)CN(C(=O)C7CCCN7C(=O)C(NC6=O)C(C)C)C)C)C(C)C)C)N)C. Cell line: OVCAR-8. Synergy scores: CSS=28.8, Synergy_ZIP=2.90, Synergy_Bliss=5.37, Synergy_Loewe=5.93, Synergy_HSA=5.77. (3) Drug 1: CC1C(C(CC(O1)OC2CC(CC3=C2C(=C4C(=C3O)C(=O)C5=C(C4=O)C(=CC=C5)OC)O)(C(=O)C)O)N)O.Cl. Drug 2: CN(C(=O)NC(C=O)C(C(C(CO)O)O)O)N=O. Cell line: NCI-H322M. Synergy scores: CSS=0.0115, Synergy_ZIP=-0.195, Synergy_Bliss=-1.72, Synergy_Loewe=-7.03, Synergy_HSA=-2.09.